The task is: Predict the reaction yield, written as a fraction of the theoretical maximum amount of product (1.0 means a 100% yield; for example, 0.34 means a 34% yield).. This data is from Reaction yield outcomes from USPTO patents with 853,638 reactions. The reactants are [NH2:1][CH2:2][C:3]([NH:5][CH2:6][C:7]1[N:8]=[C:9]([NH:12][C:13]([NH:15][C:16]2[CH:21]=[CH:20][C:19]([CH3:22])=[CH:18][C:17]=2[C:23]([CH:25]2[CH2:29][CH2:28][CH2:27][CH2:26]2)=[O:24])=[O:14])[S:10][CH:11]=1)=[O:4].Br[CH2:31][C:32]([O:34][CH3:35])=[O:33]. The catalyst is C1COCC1. The product is [CH3:35][O:34][C:32](=[O:33])[CH2:31][NH:1][CH2:2][C:3](=[O:4])[NH:5][CH2:6][C:7]1[N:8]=[C:9]([NH:12][C:13]([NH:15][C:16]2[CH:21]=[CH:20][C:19]([CH3:22])=[CH:18][C:17]=2[C:23]([CH:25]2[CH2:29][CH2:28][CH2:27][CH2:26]2)=[O:24])=[O:14])[S:10][CH:11]=1. The yield is 0.880.